Predict the reaction yield, written as a fraction of the theoretical maximum amount of product (1.0 means a 100% yield; for example, 0.34 means a 34% yield). From a dataset of Reaction yield outcomes from USPTO patents with 853,638 reactions. (1) The reactants are Cl.[NH2:2][CH2:3][C:4]1[CH:13]=[CH:12][CH:11]=[C:10]2[C:5]=1[C:6](=[O:23])[N:7]([CH:15]1[CH2:20][CH2:19][C:18](=[O:21])[NH:17][C:16]1=[O:22])[C:8]([CH3:14])=[N:9]2.Cl.[N:25]1[CH:30]=[CH:29][CH:28]=[CH:27][C:26]=1[C:31](Cl)=[O:32].C(N(CC)C(C)C)(C)C. The catalyst is C(#N)C. The product is [O:22]=[C:16]1[CH:15]([N:7]2[C:6](=[O:23])[C:5]3[C:10](=[CH:11][CH:12]=[CH:13][C:4]=3[CH2:3][NH:2][C:31]([C:26]3[CH:27]=[CH:28][CH:29]=[CH:30][N:25]=3)=[O:32])[N:9]=[C:8]2[CH3:14])[CH2:20][CH2:19][C:18](=[O:21])[NH:17]1. The yield is 0.100. (2) The reactants are C(OC(=O)[NH:7][CH:8]([C:12]1[CH:13]=[N:14][CH:15]=[C:16]([S:18]([CH3:21])(=[O:20])=[O:19])[CH:17]=1)[CH2:9][CH2:10][CH3:11])(C)(C)C.[ClH:23].O1CCOCC1. The catalyst is ClCCl. The product is [ClH:23].[ClH:23].[CH3:21][S:18]([C:16]1[CH:17]=[C:12]([CH:8]([NH2:7])[CH2:9][CH2:10][CH3:11])[CH:13]=[N:14][CH:15]=1)(=[O:20])=[O:19]. The yield is 1.00.